From a dataset of Reaction yield outcomes from USPTO patents with 853,638 reactions. Predict the reaction yield, written as a fraction of the theoretical maximum amount of product (1.0 means a 100% yield; for example, 0.34 means a 34% yield). (1) The reactants are [C:1]([NH:24][CH:25]([CH2:29][CH:30]([CH3:32])[CH3:31])[C:26]([OH:28])=[O:27])(=[O:23])[CH2:2][CH2:3][CH:4]=[CH:5][CH2:6][CH:7]=[CH:8][CH2:9][CH:10]=[CH:11][CH2:12][CH:13]=[CH:14][CH2:15][CH:16]=[CH:17][CH2:18][CH:19]=[CH:20][CH2:21][CH3:22].O[C:34]1[CH:44]=[CH:43][CH:42]=[CH:41][C:35]=1[C:36]([O:38][CH2:39][CH3:40])=[O:37].C1CCC(N=C=NC2CCCCC2)CC1. The catalyst is CC#N.C1COCC1.CN(C1C=CN=CC=1)C. The product is [C:1]([NH:24][CH:25]([CH2:29][CH:30]([CH3:31])[CH3:32])[C:26]([O:28][C:41]1[CH:42]=[CH:43][CH:44]=[CH:34][C:35]=1[C:36]([O:38][CH2:39][CH3:40])=[O:37])=[O:27])(=[O:23])[CH2:2][CH2:3][CH:4]=[CH:5][CH2:6][CH:7]=[CH:8][CH2:9][CH:10]=[CH:11][CH2:12][CH:13]=[CH:14][CH2:15][CH:16]=[CH:17][CH2:18][CH:19]=[CH:20][CH2:21][CH3:22]. The yield is 0.670. (2) The reactants are [C:1]([NH:4][C:5]1[CH:10]=[CH:9][CH:8]=[CH:7][C:6]=1[OH:11])(=[O:3])[CH3:2].C(=O)([O-])[O-].[Cs+].[Cs+].CC1C=CC(S(O[CH2:29][C@@:30]2([CH3:33])[CH2:32][O:31]2)(=O)=O)=CC=1. The catalyst is CN(C=O)C. The product is [CH3:29][C@:30]1([CH2:33][O:11][C:6]2[CH:7]=[CH:8][CH:9]=[CH:10][C:5]=2[NH:4][C:1](=[O:3])[CH3:2])[CH2:32][O:31]1. The yield is 0.480. (3) The reactants are [N+:1]([C:4]1[CH:9]=[CH:8][C:7]([N:10]2[C:14](=O)[CH2:13][CH2:12][C:11]2=O)=[CH:6][C:5]=1[C:17]([F:20])([F:19])[F:18])([O-:3])=[O:2]. The catalyst is C1COCC1. The product is [N+:1]([C:4]1[CH:9]=[CH:8][C:7]([N:10]2[CH2:11][CH2:12][CH2:13][CH2:14]2)=[CH:6][C:5]=1[C:17]([F:20])([F:18])[F:19])([O-:3])=[O:2]. The yield is 1.00. (4) The reactants are CC(OC)(C)C.[H-].[Al+3].[Li+].[H-].[H-].[H-].C[O:14][C:15]([C@@H:17]([N:25]1[CH2:33][C:29]2[CH:30]=[CH:31][S:32][C:28]=2[CH2:27][CH2:26]1)[C:18]1[CH:19]=[CH:20][CH:21]=[CH:22][C:23]=1[Cl:24])=O.Cl. The catalyst is C(OCC)C.C(OCC)(=O)C. The product is [Cl:24][C:23]1[CH:22]=[CH:21][CH:20]=[CH:19][C:18]=1[CH:17]([N:25]1[CH2:26][CH2:27][C:28]2[S:32][CH:31]=[CH:30][C:29]=2[CH2:33]1)[CH2:15][OH:14]. The yield is 0.754.